Dataset: Forward reaction prediction with 1.9M reactions from USPTO patents (1976-2016). Task: Predict the product of the given reaction. (1) Given the reactants CN(C=O)C.C(Cl)(=O)C(Cl)=O.[Cl:12][C:13]1[CH:14]=[C:15]([CH:36]=[CH:37][C:38]=1[O:39][CH3:40])[CH2:16][NH:17][C:18]1[C:19]2[C:31]3[CH2:32][CH2:33][CH2:34][CH2:35][C:30]=3[S:29][C:20]=2[N:21]=[C:22]([CH2:24][CH2:25][C:26]([NH2:28])=O)[N:23]=1, predict the reaction product. The product is: [Cl:12][C:13]1[CH:14]=[C:15]([CH:36]=[CH:37][C:38]=1[O:39][CH3:40])[CH2:16][NH:17][C:18]1[C:19]2[C:31]3[CH2:32][CH2:33][CH2:34][CH2:35][C:30]=3[S:29][C:20]=2[N:21]=[C:22]([CH2:24][CH2:25][C:26]#[N:28])[N:23]=1. (2) Given the reactants [CH2:1]([NH:5][C:6]1[CH:7]=[CH:8][C:9]2[N:10]([C:12]([C:15]3[CH:31]=[CH:30][C:18]([C:19]([NH:21][CH2:22][CH:23]4[CH2:27][O:26]C(C)(C)[O:24]4)=[O:20])=[CH:17][CH:16]=3)=[CH:13][N:14]=2)[N:11]=1)[CH2:2][CH2:3][CH3:4].CC(O)=O, predict the reaction product. The product is: [CH2:1]([NH:5][C:6]1[CH:7]=[CH:8][C:9]2[N:10]([C:12]([C:15]3[CH:31]=[CH:30][C:18]([C:19]([NH:21][CH2:22][CH:23]([OH:24])[CH2:27][OH:26])=[O:20])=[CH:17][CH:16]=3)=[CH:13][N:14]=2)[N:11]=1)[CH2:2][CH2:3][CH3:4]. (3) Given the reactants Br[C:2]1[CH:9]=[CH:8][C:5]([C:6]#[N:7])=[CH:4][C:3]=1[C:10]([F:13])([F:12])[F:11].[Br-].[CH2:15]([Zn+])[CH:16]([CH3:18])[CH3:17].C1C[O:23]CC1, predict the reaction product. The product is: [CH3:15][CH:16]([CH3:18])[CH2:17][C:2]1[CH:9]=[CH:8][C:5]([C:6]([NH2:7])=[O:23])=[CH:4][C:3]=1[C:10]([F:13])([F:12])[F:11]. (4) The product is: [C:20]([N:1]1[CH:5]=[C:4]([CH:6]=[O:7])[N:3]=[CH:2]1)([C:21]1[CH:26]=[CH:25][CH:24]=[CH:23][CH:22]=1)([C:33]1[CH:34]=[CH:35][CH:36]=[CH:37][CH:38]=1)[C:27]1[CH:28]=[CH:29][CH:30]=[CH:31][CH:32]=1. Given the reactants [NH:1]1[CH:5]=[C:4]([CH:6]=[O:7])[N:3]=[CH:2]1.C(N(CC)CC)C.CN(C)C=O.[C:20](Cl)([C:33]1[CH:38]=[CH:37][CH:36]=[CH:35][CH:34]=1)([C:27]1[CH:32]=[CH:31][CH:30]=[CH:29][CH:28]=1)[C:21]1[CH:26]=[CH:25][CH:24]=[CH:23][CH:22]=1, predict the reaction product. (5) Given the reactants [C:1]([N:8]1[CH2:13][CH2:12][CH2:11][CH2:10][CH:9]1[C:14]#[N:15])([O:3][C:4]([CH3:7])([CH3:6])[CH3:5])=[O:2].Cl.[NH2:17][OH:18].C(N(CC)CC)C, predict the reaction product. The product is: [NH2:15]/[C:14](=[N:17]\[OH:18])/[CH:9]1[CH2:10][CH2:11][CH2:12][CH2:13][N:8]1[C:1]([O:3][C:4]([CH3:7])([CH3:6])[CH3:5])=[O:2]. (6) Given the reactants [CH2:1]([C:3]1[C:11]2[C:6](=[CH:7][CH:8]=[CH:9][C:10]=2[NH:12][C:13]([C:15]2[N:19]3[CH:20]=[CH:21][CH:22]=[CH:23][C:18]3=[N:17][CH:16]=2)=[O:14])[N:5]([CH2:24][C:25]2[N:30]=[C:29]([O:31][CH2:32][CH2:33][NH:34]C(=O)OC(C)(C)C)[CH:28]=[CH:27][CH:26]=2)[N:4]=1)[CH3:2].[ClH:42], predict the reaction product. The product is: [ClH:42].[ClH:42].[NH2:34][CH2:33][CH2:32][O:31][C:29]1[N:30]=[C:25]([CH2:24][N:5]2[C:6]3[C:11](=[C:10]([NH:12][C:13]([C:15]4[N:19]5[CH:20]=[CH:21][CH:22]=[CH:23][C:18]5=[N:17][CH:16]=4)=[O:14])[CH:9]=[CH:8][CH:7]=3)[C:3]([CH2:1][CH3:2])=[N:4]2)[CH:26]=[CH:27][CH:28]=1.